This data is from Full USPTO retrosynthesis dataset with 1.9M reactions from patents (1976-2016). The task is: Predict the reactants needed to synthesize the given product. (1) Given the product [CH3:18][O:17][C:15]([CH:7]1[CH2:8][CH:9]([C:11]([O:13][CH3:14])=[O:12])[CH2:10][CH:6]1[C:3]([F:5])([F:4])[C:2]([F:20])([F:19])[S:26]([O-:28])=[O:27])=[O:16].[Na+:25], predict the reactants needed to synthesize it. The reactants are: Br[C:2]([F:20])([F:19])[C:3]([CH:6]1[CH2:10][CH:9]([C:11]([O:13][CH3:14])=[O:12])[CH2:8][CH:7]1[C:15]([O:17][CH3:18])=[O:16])([F:5])[F:4].C(=O)(O)[O-].[Na+:25].[S:26](S([O-])=O)([O-:28])=[O:27].[Na+].[Na+].C(#N)C. (2) Given the product [ClH:18].[NH2:17][C:6]1[C:5]([NH2:4])=[CH:10][N:9]=[C:8]([C:11]2[CH:16]=[CH:15][CH:14]=[CH:13][CH:12]=2)[N:7]=1, predict the reactants needed to synthesize it. The reactants are: C([NH:4][C:5]1[C:6]([NH2:17])=[N:7][C:8]([C:11]2[CH:16]=[CH:15][CH:14]=[CH:13][CH:12]=2)=[N:9][CH:10]=1)(=O)C.[ClH:18]. (3) Given the product [NH2:16][C:2]1[N:3]=[CH:4][C:5]([F:10])=[CH:6][C:7]=1[C:8]([OH:12])=[O:17], predict the reactants needed to synthesize it. The reactants are: N[C:2]1[C:7]([C:8]#N)=[CH:6][C:5]([F:10])=[CH:4][N:3]=1.S(=O)(=O)(O)[OH:12].[NH3:16].[OH2:17]. (4) Given the product [CH2:1]([O:3][CH:4]([O:7][CH2:8][CH3:9])[CH2:5][CH2:6][C:21]1[CH:30]=[CH:29][C:28]2[C:23](=[CH:24][C:25]([O:31][CH3:32])=[CH:26][CH:27]=2)[N:22]=1)[CH3:2], predict the reactants needed to synthesize it. The reactants are: [CH2:1]([O:3][CH:4]([O:7][CH2:8][CH3:9])[CH:5]=[CH2:6])[CH3:2].C12BC(CCC1)CCC2.B.Cl[C:21]1[CH:30]=[CH:29][C:28]2[C:23](=[CH:24][C:25]([O:31][CH3:32])=[CH:26][CH:27]=2)[N:22]=1.C1(P(C2CCCCC2)C2CCCCC2)CCCCC1.C(=O)([O-])[O-].[K+].[K+].O. (5) Given the product [CH2:1]([O:8][C:9]([N:11]1[CH2:16][CH2:15][CH:14]([CH2:17][NH:18][C:25]2[CH:24]=[CH:23][N:22]=[CH:21][C:20]=2[Br:19])[CH2:13][CH2:12]1)=[O:10])[C:2]1[CH:7]=[CH:6][CH:5]=[CH:4][CH:3]=1, predict the reactants needed to synthesize it. The reactants are: [CH2:1]([O:8][C:9]([N:11]1[CH2:16][CH2:15][CH:14]([CH2:17][NH2:18])[CH2:13][CH2:12]1)=[O:10])[C:2]1[CH:7]=[CH:6][CH:5]=[CH:4][CH:3]=1.[Br:19][C:20]1[CH:21]=[N:22][CH:23]=[CH:24][C:25]=1Br. (6) Given the product [Br:7][C:8]1[CH:13]=[CH:12][C:11](/[C:14](/[CH3:18])=[CH:15]/[CH2:16][Cl:21])=[CH:10][CH:9]=1, predict the reactants needed to synthesize it. The reactants are: N1C=CC=CC=1.[Br:7][C:8]1[CH:13]=[CH:12][C:11](/[C:14](/[CH3:18])=[CH:15]/[CH2:16]O)=[CH:10][CH:9]=1.S(Cl)([Cl:21])=O.C(=O)(O)[O-].[Na+].BrCl. (7) Given the product [CH3:1][O:2][C:3]1[CH:4]=[C:5]2[C:10](=[CH:11][C:12]=1[O:13][CH3:14])[C:9]([CH3:15])=[N:8][C:7]([OH:16])=[C:6]2[CH2:20][C:21]1[CH:30]=[CH:29][C:28]2[C:23](=[CH:24][CH:25]=[CH:26][CH:27]=2)[CH:22]=1, predict the reactants needed to synthesize it. The reactants are: [CH3:1][O:2][C:3]1[CH:4]=[C:5]2[C:10](=[CH:11][C:12]=1[O:13][CH3:14])[C:9]([CH3:15])=[N:8][C:7]([OH:16])=[CH:6]2.[OH-].[K+].Br[CH2:20][C:21]1[CH:30]=[CH:29][C:28]2[C:23](=[CH:24][CH:25]=[CH:26][CH:27]=2)[CH:22]=1. (8) Given the product [CH:15]([O:14][C:11]1[CH:12]=[CH:13][C:8]([C:7]([OH:22])=[O:6])=[CH:9][C:10]=1[NH:18][C:19]([NH2:21])=[S:20])([CH3:17])[CH3:16], predict the reactants needed to synthesize it. The reactants are: [OH-].[Na+].C([O:6][C:7](=[O:22])[C:8]1[CH:13]=[CH:12][C:11]([O:14][CH:15]([CH3:17])[CH3:16])=[C:10]([NH:18][C:19]([NH2:21])=[S:20])[CH:9]=1)(C)C. (9) Given the product [CH3:1][O:2][C:3]1[CH:4]=[C:5]([C:11]2[C:22](=[N:23][C:26](=[O:28])[CH3:27])[N:21]([CH2:24][CH3:25])[C:14]3[N:15]=[C:16]([S:19][CH3:20])[N:17]=[N:18][C:13]=3[CH:12]=2)[CH:6]=[C:7]([O:9][CH3:10])[CH:8]=1, predict the reactants needed to synthesize it. The reactants are: [CH3:1][O:2][C:3]1[CH:4]=[C:5]([C:11]2[C:22](=[NH:23])[N:21]([CH2:24][CH3:25])[C:14]3[N:15]=[C:16]([S:19][CH3:20])[N:17]=[N:18][C:13]=3[CH:12]=2)[CH:6]=[C:7]([O:9][CH3:10])[CH:8]=1.[C:26](OC(=O)C)(=[O:28])[CH3:27]. (10) Given the product [F:51][C:52]1[CH:53]=[C:54]2[C:58](=[CH:59][CH:60]=1)[N:57]([NH:61][C:14]([C:11]1[CH:12]=[N:13][C:8]([C:4]3[CH:5]=[CH:6][CH:7]=[C:2]([F:1])[CH:3]=3)=[N:9][CH:10]=1)=[O:16])[CH:56]=[C:55]2[CH3:62], predict the reactants needed to synthesize it. The reactants are: [F:1][C:2]1[CH:3]=[C:4]([C:8]2[N:13]=[CH:12][C:11]([C:14]([OH:16])=O)=[CH:10][N:9]=2)[CH:5]=[CH:6][CH:7]=1.CN(C(ON1N=NC2C=CC(=CC1=2)Cl)=[N+](C)C)C.F[P-](F)(F)(F)(F)F.CCN(C(C)C)C(C)C.[F:51][C:52]1[CH:53]=[C:54]2[C:58](=[CH:59][CH:60]=1)[N:57]([NH2:61])[CH:56]=[C:55]2[CH3:62].